Dataset: Forward reaction prediction with 1.9M reactions from USPTO patents (1976-2016). Task: Predict the product of the given reaction. (1) The product is: [NH2:2][C:3]1[C:4]([C:8]([Cl:1])=[N:10][OH:11])=[N:5][O:6][N:7]=1. Given the reactants [ClH:1].[NH2:2][C:3]1[C:4]([C:8](=[N:10][OH:11])N)=[N:5][O:6][N:7]=1.N([O-])=O.[Na+], predict the reaction product. (2) Given the reactants C(/N=[CH:6]/[C:7]1[C:12]([F:13])=[CH:11][CH:10]=[C:9]([F:14])[C:8]=1[CH2:15][CH3:16])CCC.C(OCC)(=[O:19])C.CCCCCCC, predict the reaction product. The product is: [CH2:15]([C:8]1[C:9]([F:14])=[CH:10][CH:11]=[C:12]([F:13])[C:7]=1[CH:6]=[O:19])[CH3:16]. (3) Given the reactants [C:1]([C:5]1[N:9]=[C:8]([C:10]([OH:12])=O)[O:7][N:6]=1)([CH3:4])([CH3:3])[CH3:2].C(N(CC)C(C)C)(C)C.C(P1(=O)OP(=O)(CCC)OP(=O)(CCC)O1)CC.Cl.[NH2:41][CH2:42][C:43]1[CH:48]=[CH:47][C:46]([B:49]([OH:51])[OH:50])=[CH:45][C:44]=1[F:52], predict the reaction product. The product is: [C:1]([C:5]1[N:9]=[C:8]([C:10]([NH:41][CH2:42][C:43]2[CH:48]=[CH:47][C:46]([B:49]([OH:51])[OH:50])=[CH:45][C:44]=2[F:52])=[O:12])[O:7][N:6]=1)([CH3:2])([CH3:3])[CH3:4].